From a dataset of Forward reaction prediction with 1.9M reactions from USPTO patents (1976-2016). Predict the product of the given reaction. (1) Given the reactants C(OC(=O)[N:7]([C:15]1[N:23]=[C:22]([N:24]2[C:28]([CH3:29])=[CH:27][C:26]([CH3:30])=[N:25]2)[N:21]=[C:20]2[C:16]=1[N:17]=[CH:18][N:19]2[CH2:31][C:32]1[CH:37]=[CH:36][CH:35]=[CH:34][CH:33]=1)[C:8]1[CH:13]=[CH:12][C:11]([F:14])=[CH:10][CH:9]=1)(C)(C)C, predict the reaction product. The product is: [CH2:31]([N:19]1[CH:18]=[N:17][C:16]2[C:20]1=[N:21][C:22]([N:24]1[C:28]([CH3:29])=[CH:27][C:26]([CH3:30])=[N:25]1)=[N:23][C:15]=2[NH:7][C:8]1[CH:13]=[CH:12][C:11]([F:14])=[CH:10][CH:9]=1)[C:32]1[CH:37]=[CH:36][CH:35]=[CH:34][CH:33]=1. (2) Given the reactants [F:1][C:2]1[CH:3]=[C:4]([CH:10]=[C:11]([F:13])[CH:12]=1)[C@H:5]([OH:9])[C:6]([OH:8])=O.Cl.[NH2:15][C@H:16]([C:20]([NH:22][N:23]1[C:29](=[O:30])[CH:28]([CH2:31][CH2:32][CH2:33][CH2:34][CH2:35][CH3:36])[C:27]2[CH:37]=[CH:38][CH:39]=[CH:40][C:26]=2[C:25]2[CH:41]=[CH:42][CH:43]=[CH:44][C:24]1=2)=[O:21])[CH:17]([CH3:19])[CH3:18], predict the reaction product. The product is: [F:13][C:11]1[CH:10]=[C:4]([CH:3]=[C:2]([F:1])[CH:12]=1)[C@H:5]([OH:9])[C:6]([NH:15][C@H:16]([C:20]([NH:22][N:23]1[C:29](=[O:30])[CH:28]([CH2:31][CH2:32][CH2:33][CH2:34][CH2:35][CH3:36])[C:27]2[CH:37]=[CH:38][CH:39]=[CH:40][C:26]=2[C:25]2[CH:41]=[CH:42][CH:43]=[CH:44][C:24]1=2)=[O:21])[CH:17]([CH3:18])[CH3:19])=[O:8]. (3) Given the reactants [CH3:1][O:2][C:3]([C:5]1[S:6][C:7]([CH2:11]Br)=[CH:8][C:9]=1[Br:10])=[O:4].C([O-])(O)=[O:14].[Na+].CCOC(C)=O, predict the reaction product. The product is: [CH3:1][O:2][C:3]([C:5]1[S:6][C:7]([CH2:11][OH:14])=[CH:8][C:9]=1[Br:10])=[O:4]. (4) The product is: [F:22][C:23]1[CH:30]=[CH:29][C:26]([CH:27]([C:9]2([C:5]3[CH:6]=[CH:7][CH:8]=[C:3]([C:2]([F:1])([F:15])[F:16])[CH:4]=3)[S:10][CH2:11][CH2:12][CH2:13][S:14]2)[OH:28])=[CH:25][CH:24]=1. Given the reactants [F:1][C:2]([F:16])([F:15])[C:3]1[CH:4]=[C:5]([CH:9]2[S:14][CH2:13][CH2:12][CH2:11][S:10]2)[CH:6]=[CH:7][CH:8]=1.[Li]CCCC.[F:22][C:23]1[CH:30]=[CH:29][C:26]([CH:27]=[O:28])=[CH:25][CH:24]=1.[Cl-].[NH4+], predict the reaction product. (5) Given the reactants [CH2:1]([O:3]P(=O)OCC)C.[C:9]1([C:15]([C:17]([C:19]2[CH:24]=[CH:23][CH:22]=[CH:21][CH:20]=2)=O)=O)[CH:14]=[CH:13][CH:12]=[CH:11][CH:10]=1.[C:25]1([CH3:47])[CH:30]=[CH:29][C:28]([N:31]([C:40]2[CH:45]=[CH:44][C:43]([CH3:46])=[CH:42][CH:41]=2)C2C=CC(C=O)=CC=2)=[CH:27][CH:26]=1.C(O[K])(C)(C)C, predict the reaction product. The product is: [CH3:1][O:3][C:12]1[CH:13]=[CH:14][C:9]([CH:15]=[CH:17][C:19]2[CH:24]=[CH:23][C:22]([N:31]([C:28]3[CH:29]=[CH:30][C:25]([CH3:47])=[CH:26][CH:27]=3)[C:40]3[CH:41]=[CH:42][C:43]([CH3:46])=[CH:44][CH:45]=3)=[CH:21][CH:20]=2)=[CH:10][CH:11]=1. (6) Given the reactants [H-].[Na+].[OH:3][CH:4]1[CH2:9][CH2:8][N:7]([C:10]([O:12][C:13]([CH3:16])([CH3:15])[CH3:14])=[O:11])[CH2:6][CH2:5]1.[Cl:17][C:18]1[CH:23]=[C:22](Cl)[N:21]=[CH:20][N:19]=1, predict the reaction product. The product is: [Cl:17][C:18]1[N:19]=[CH:20][N:21]=[C:22]([O:3][CH:4]2[CH2:5][CH2:6][N:7]([C:10]([O:12][C:13]([CH3:16])([CH3:15])[CH3:14])=[O:11])[CH2:8][CH2:9]2)[CH:23]=1. (7) Given the reactants [C:1]([CH2:3][C:4]([N:6]1[CH2:10][CH2:9][CH2:8][C@H:7]1[CH2:11][N:12]1[C:16]2[CH:17]=[CH:18][CH:19]=[CH:20][C:15]=2[N:14]=[C:13]1[NH:21][C:22]([C:24]1[S:25][C:26]([C:29]2[CH:30]=[N:31][NH:32][CH:33]=2)=[CH:27][CH:28]=1)=[O:23])=[O:5])#[N:2].[CH3:34][C:35]([N:39]1[CH2:44][CH2:43][O:42][CH2:41][CH2:40]1)([CH3:38])[CH:36]=O.N1CCCCC1.CC(O)=O, predict the reaction product. The product is: [C:1]([C:3](=[CH:34][C:35]([CH3:38])([N:39]1[CH2:44][CH2:43][O:42][CH2:41][CH2:40]1)[CH3:36])[C:4]([N:6]1[CH2:10][CH2:9][CH2:8][C@H:7]1[CH2:11][N:12]1[C:16]2[CH:17]=[CH:18][CH:19]=[CH:20][C:15]=2[N:14]=[C:13]1[NH:21][C:22]([C:24]1[S:25][C:26]([C:29]2[CH:30]=[N:31][NH:32][CH:33]=2)=[CH:27][CH:28]=1)=[O:23])=[O:5])#[N:2].